Dataset: HIV replication inhibition screening data with 41,000+ compounds from the AIDS Antiviral Screen. Task: Binary Classification. Given a drug SMILES string, predict its activity (active/inactive) in a high-throughput screening assay against a specified biological target. (1) The drug is CC(=O)c1ccc2c3ccccc3c3cccc4sc1c2c43. The result is 0 (inactive). (2) The molecule is CCN(CC)CCOC(=O)CCN1CC2CCC(CC2)C1. The result is 0 (inactive).